Dataset: Catalyst prediction with 721,799 reactions and 888 catalyst types from USPTO. Task: Predict which catalyst facilitates the given reaction. (1) Reactant: [O:1]=[C:2]1[CH2:7][CH2:6][N:5]([C:8]([O:10][C:11]([CH3:14])([CH3:13])[CH3:12])=[O:9])[CH2:4][CH2:3]1.CO[CH:17](OC)[N:18]([CH3:20])[CH3:19]. Product: [O:1]=[C:2]1[CH2:3][CH2:4][N:5]([C:8]([O:10][C:11]([CH3:14])([CH3:13])[CH3:12])=[O:9])[CH2:6][C:7]1=[CH:17][N:18]([CH3:20])[CH3:19]. The catalyst class is: 9. (2) Reactant: [Cl:1][C:2]1[CH:3]=[C:4]([CH2:9][C:10]#[N:11])[CH:5]=[CH:6][C:7]=1[Cl:8].[NH2-].[Na+].[CH2:14]([CH:16]1[O:18][CH2:17]1)Cl.[Cl-].N. Product: [Cl:1][C:2]1[CH:3]=[C:4]([C:9]2([C:10]#[N:11])[CH2:14][CH:16]2[CH2:17][OH:18])[CH:5]=[CH:6][C:7]=1[Cl:8]. The catalyst class is: 1. (3) Reactant: [H-].[Na+].[F:3][C:4]1[CH:9]=[C:8]([C:10]2[C:11]([O:18][CH3:19])=[N:12][C:13]([CH3:17])=[CH:14][C:15]=2[CH3:16])[CH:7]=[CH:6][C:5]=1[C:20]1[N:24]([CH:25]2[CH:29]([OH:30])[CH2:28][O:27][CH2:26]2)[N:23]=[CH:22][C:21]=1[C:31]([O:33][CH2:34][CH3:35])=[O:32].[CH3:36]I.[Cl-].[NH4+]. Product: [F:3][C:4]1[CH:9]=[C:8]([C:10]2[C:11]([O:18][CH3:19])=[N:12][C:13]([CH3:17])=[CH:14][C:15]=2[CH3:16])[CH:7]=[CH:6][C:5]=1[C:20]1[N:24]([CH:25]2[CH:29]([O:30][CH3:36])[CH2:28][O:27][CH2:26]2)[N:23]=[CH:22][C:21]=1[C:31]([O:33][CH2:34][CH3:35])=[O:32]. The catalyst class is: 1. (4) Reactant: [NH2:1][CH:2]1[C:8]2[CH:9]=[CH:10][C:11]([Cl:13])=[CH:12][C:7]=2[S:6](=[O:15])(=[O:14])[N:5]([CH3:16])[C:4]2[CH:17]=[CH:18][CH:19]=[CH:20][C:3]1=2.C(N(CC)CC)C.[CH3:28][C:29]([CH3:39])([CH2:36][CH:37]=O)[CH2:30][C:31]([O:33][CH2:34][CH3:35])=[O:32].C(O[BH-](OC(=O)C)OC(=O)C)(=O)C.[Na+]. Product: [Cl:13][C:11]1[CH:10]=[CH:9][C:8]2[CH:2]([NH:1][CH2:37][CH2:36][C:29]([CH3:28])([CH3:39])[CH2:30][C:31]([O:33][CH2:34][CH3:35])=[O:32])[C:3]3[CH:20]=[CH:19][CH:18]=[CH:17][C:4]=3[N:5]([CH3:16])[S:6](=[O:15])(=[O:14])[C:7]=2[CH:12]=1. The catalyst class is: 576. (5) Reactant: [Cl:1][C:2]1[C:3]([N:8]2[C:12]([C:13]3[O:18][C:17](=[O:19])[C:16]4[CH:20]=[C:21]([I:25])[CH:22]=[C:23]([CH3:24])[C:15]=4[N:14]=3)=[CH:11][C:10]([C:26]([F:29])([F:28])[F:27])=[N:9]2)=[N:4][CH:5]=[CH:6][CH:7]=1.[CH3:30][NH2:31]. Product: [Cl:1][C:2]1[C:3]([N:8]2[C:12]([C:13]([NH:14][C:15]3[C:16]([C:17]([NH:31][CH3:30])=[O:19])=[CH:20][C:21]([I:25])=[CH:22][C:23]=3[CH3:24])=[O:18])=[CH:11][C:10]([C:26]([F:27])([F:29])[F:28])=[N:9]2)=[N:4][CH:5]=[CH:6][CH:7]=1. The catalyst class is: 7. (6) Product: [CH2:19]([O:26][C:27](=[O:30])[CH2:28][N:12]1[C:8]([C:5]2[CH:4]=[CH:3][C:2]([CH3:1])=[CH:7][CH:6]=2)=[N:9][N:10]=[N:11]1)[C:20]1[CH:25]=[CH:24][CH:23]=[CH:22][CH:21]=1. The catalyst class is: 39. Reactant: [CH3:1][C:2]1[CH:7]=[CH:6][C:5]([C:8]2[NH:12][N:11]=[N:10][N:9]=2)=[CH:4][CH:3]=1.C([O-])([O-])=O.[K+].[K+].[CH2:19]([O:26][C:27](=[O:30])[CH2:28]Br)[C:20]1[CH:25]=[CH:24][CH:23]=[CH:22][CH:21]=1. (7) Reactant: [Br:1]N1C(=O)CCC1=O.[NH2:9][C:10]1[CH:19]=[CH:18][C:17]([C:20]([C:22]2[N:30]3[C:25]([CH:26]=[CH:27][CH:28]=[CH:29]3)=[CH:24][C:23]=2[CH3:31])=[O:21])=[CH:16][C:11]=1[C:12]([O:14][CH3:15])=[O:13].O. Product: [NH2:9][C:10]1[CH:19]=[CH:18][C:17]([C:20]([C:22]2[N:30]3[C:25]([CH:26]=[CH:27][CH:28]=[CH:29]3)=[C:24]([Br:1])[C:23]=2[CH3:31])=[O:21])=[CH:16][C:11]=1[C:12]([O:14][CH3:15])=[O:13]. The catalyst class is: 4. (8) Reactant: [CH2:1]([O:3][C:4]1[CH:11]=[CH:10][C:7]([CH:8]=[O:9])=[CH:6][C:5]=1[OH:12])[CH3:2].C(=O)([O-])[O-].[K+].[K+].Br[CH2:20][CH2:21][CH2:22][Cl:23].Cl. Product: [Cl:23][CH2:22][CH2:21][CH2:20][O:12][C:5]1[CH:6]=[C:7]([CH:10]=[CH:11][C:4]=1[O:3][CH2:1][CH3:2])[CH:8]=[O:9]. The catalyst class is: 9.